From a dataset of Forward reaction prediction with 1.9M reactions from USPTO patents (1976-2016). Predict the product of the given reaction. (1) Given the reactants [CH3:1][C:2]1[N:7]([C:8]2[CH:13]=[CH:12][CH:11]=[C:10]([C:14]([F:17])([F:16])[F:15])[CH:9]=2)[C:6](=[O:18])[C:5](=O)[NH:4][CH:3]=1.P(Br)(Br)([Br:22])=O.P(Br)(Br)(Br)=O.C(#N)C.C(=O)(O)[O-].[Na+], predict the reaction product. The product is: [Br:22][C:5]1[C:6](=[O:18])[N:7]([C:8]2[CH:13]=[CH:12][CH:11]=[C:10]([C:14]([F:17])([F:16])[F:15])[CH:9]=2)[C:2]([CH3:1])=[CH:3][N:4]=1. (2) Given the reactants C(OC(=O)[NH:7][CH2:8][CH2:9][NH:10][C:11]1[C:20]2[C:15](=[CH:16][C:17]([Cl:21])=[CH:18][CH:19]=2)[N:14]=[C:13]([C:22]2[CH:27]=[CH:26][CH:25]=[CH:24][C:23]=2[OH:28])[N:12]=1)(C)(C)C.FC(F)(F)C(O)=O.C(=O)(O)[O-].[Na+], predict the reaction product. The product is: [NH2:7][CH2:8][CH2:9][NH:10][C:11]1[C:20]2[C:15](=[CH:16][C:17]([Cl:21])=[CH:18][CH:19]=2)[N:14]=[C:13]([C:22]2[CH:27]=[CH:26][CH:25]=[CH:24][C:23]=2[OH:28])[N:12]=1. (3) Given the reactants [NH:1]1[CH2:4][CH:3]([C:5]2[CH:26]=[CH:25][C:8]3[C:9]4[N:10]=[C:11]([C:17]5[N:18]([CH:22]([CH3:24])[CH3:23])[N:19]=[CH:20][N:21]=5)[S:12][C:13]=4[CH2:14][CH2:15][O:16][C:7]=3[CH:6]=2)[CH2:2]1.[C:27](O)(=[O:31])[C@H:28]([CH3:30])[OH:29], predict the reaction product. The product is: [OH:29][C@@H:28]([CH3:30])[C:27]([N:1]1[CH2:4][CH:3]([C:5]2[CH:26]=[CH:25][C:8]3[C:9]4[N:10]=[C:11]([C:17]5[N:18]([CH:22]([CH3:24])[CH3:23])[N:19]=[CH:20][N:21]=5)[S:12][C:13]=4[CH2:14][CH2:15][O:16][C:7]=3[CH:6]=2)[CH2:2]1)=[O:31]. (4) Given the reactants [CH3:1][O:2][C:3]1[N:4]=[C:5]2[C:14](=[CH:15][CH:16]=1)[N:13]=[CH:12][C:11]1[O:10][CH2:9][CH:8]([C@H:17]3[CH2:22][CH2:21][C@H:20]([NH2:23])[CH2:19][CH2:18]3)[N:7]([CH3:24])[C:6]2=1.[O:25]=[C:26]1[NH:31][C:30]2[CH:32]=[C:33]([C:36](O)=[O:37])[CH:34]=[CH:35][C:29]=2[S:28][CH2:27]1, predict the reaction product. The product is: [CH3:1][O:2][C:3]1[N:4]=[C:5]2[C:14](=[CH:15][CH:16]=1)[N:13]=[CH:12][C:11]1[O:10][CH2:9][CH:8]([C@H:17]3[CH2:22][CH2:21][C@H:20]([NH:23][C:36]([C:33]4[CH:34]=[CH:35][C:29]5[S:28][CH2:27][C:26](=[O:25])[NH:31][C:30]=5[CH:32]=4)=[O:37])[CH2:19][CH2:18]3)[N:7]([CH3:24])[C:6]2=1. (5) Given the reactants Br[C:2]1[CH:19]=[C:18]2[C:5]([C:6]([F:21])([F:20])[CH2:7][CH2:8][C@@:9]32[C:14]([F:16])([F:15])[CH2:13][O:12][C:11]([NH2:17])=[N:10]3)=[CH:4][CH:3]=1.CC1(C)C(C)(C)OB([C:30]2[CH:31]=[N:32][CH:33]=[C:34]([CH:37]=2)[C:35]#[N:36])O1, predict the reaction product. The product is: [NH2:17][C:11]1[O:12][CH2:13][C:14]([F:16])([F:15])[C@@:9]2([C:18]3[C:5](=[CH:4][CH:3]=[C:2]([C:30]4[CH:31]=[N:32][CH:33]=[C:34]([CH:37]=4)[C:35]#[N:36])[CH:19]=3)[C:6]([F:21])([F:20])[CH2:7][CH2:8]2)[N:10]=1.